Dataset: Forward reaction prediction with 1.9M reactions from USPTO patents (1976-2016). Task: Predict the product of the given reaction. (1) Given the reactants [CH3:1][C:2]([C:4]1[CH:9]=[CH:8][C:7]([O:10][CH3:11])=[C:6]([F:12])[CH:5]=1)=O.Cl.[N+:14]([C:17]1[CH:25]=[CH:24][C:20]([CH2:21][O:22][NH2:23])=[CH:19][CH:18]=1)([O-:16])=[O:15].N1C=CC=CC=1, predict the reaction product. The product is: [N+:14]([C:17]1[CH:18]=[CH:19][C:20]([CH2:21][O:22][N:23]=[C:2]([C:4]2[CH:9]=[CH:8][C:7]([O:10][CH3:11])=[C:6]([F:12])[CH:5]=2)[CH3:1])=[CH:24][CH:25]=1)([O-:16])=[O:15]. (2) Given the reactants [CH:1](NC(C)C)(C)C.C([Li])CCC.[CH:13]1[C:18]2[CH2:19][CH2:20][CH2:21][C:22](=[O:24])[CH2:23][C:17]=2[CH:16]=[CH:15][CH:14]=1.[CH2:25]([O:32][C:33]1[CH:38]=[CH:37][C:36](CBr)=[CH:35][C:34]=1[N+:41]([O-:43])=[O:42])[C:26]1[CH:31]=[CH:30][CH:29]=[CH:28][CH:27]=1, predict the reaction product. The product is: [CH2:25]([O:32][C:33]1[CH:38]=[C:37]([CH:36]=[CH:35][C:34]=1[N+:41]([O-:43])=[O:42])[CH2:1][CH:23]1[C:17]2[CH:16]=[CH:15][CH:14]=[CH:13][C:18]=2[CH2:19][CH2:20][CH2:21][C:22]1=[O:24])[C:26]1[CH:27]=[CH:28][CH:29]=[CH:30][CH:31]=1. (3) Given the reactants [OH:1][C:2]1[CH:3]=[C:4]([NH:8][C:9](=[O:11])[CH3:10])[CH:5]=[CH:6][CH:7]=1.C(NC1C=C(OC(=O)C)C=CC=1)=O.[CH3:25][C:26](=[CH2:30])[CH2:27][CH2:28]O.CCOC(/N=N/C(OCC)=O)=O.C1C=CC(P(C2C=CC=CC=2)C2C=CC=CC=2)=CC=1, predict the reaction product. The product is: [CH3:30][C:26](=[CH2:25])[CH2:27][CH2:28][O:1][C:2]1[CH:3]=[C:4]([NH:8][C:9](=[O:11])[CH3:10])[CH:5]=[CH:6][CH:7]=1. (4) Given the reactants [CH2:1]([C:8]1[CH:15]=[CH:14][C:11]([CH2:12]O)=[CH:10][CH:9]=1)[C:2]1[CH:7]=[CH:6][CH:5]=[CH:4][CH:3]=1.O=S(Cl)[Cl:18], predict the reaction product. The product is: [CH2:1]([C:8]1[CH:15]=[CH:14][C:11]([CH2:12][Cl:18])=[CH:10][CH:9]=1)[C:2]1[CH:7]=[CH:6][CH:5]=[CH:4][CH:3]=1. (5) Given the reactants [NH2:1][C:2]1[C:7]([C:8]([F:11])([F:10])[F:9])=[CH:6][C:5]([CH2:12][CH:13]([CH2:35][OH:36])[CH2:14][C:15]([N:17]2[CH2:22][CH2:21][CH:20]([N:23]3[CH2:29][CH2:28][C:27]4[CH:30]=[CH:31][CH:32]=[CH:33][C:26]=4[NH:25][C:24]3=[O:34])[CH2:19][CH2:18]2)=[O:16])=[CH:4][C:3]=1[Cl:37], predict the reaction product. The product is: [NH2:1][C:2]1[C:7]([C:8]([F:10])([F:9])[F:11])=[CH:6][C:5]([CH2:12][CH:13]([CH2:14][C:15](=[O:16])[N:17]2[CH2:18][CH2:19][CH:20]([N:23]3[CH2:29][CH2:28][C:27]4[CH:30]=[CH:31][CH:32]=[CH:33][C:26]=4[NH:25][C:24]3=[O:34])[CH2:21][CH2:22]2)[CH:35]=[O:36])=[CH:4][C:3]=1[Cl:37].